From a dataset of Reaction yield outcomes from USPTO patents with 853,638 reactions. Predict the reaction yield, written as a fraction of the theoretical maximum amount of product (1.0 means a 100% yield; for example, 0.34 means a 34% yield). The reactants are [C:1]([O:5][C:6]([N:8]1[CH2:12][CH2:11][C@@H:10]([N:13]2[C:21](=O)[C:20]3[C:15](=[CH:16][CH:17]=[C:18]([Cl:23])[CH:19]=3)[C:14]2=O)[CH2:9]1)=[O:7])([CH3:4])([CH3:3])[CH3:2].[H-].[H-].[H-].[H-].[Li+].[Al+3].[Al+3].[Cl-].[Cl-].[Cl-]. The catalyst is CCOCC. The product is [C:1]([O:5][C:6]([N:8]1[CH2:12][CH2:11][C@@H:10]([N:13]2[CH2:21][C:20]3[C:15](=[CH:16][CH:17]=[C:18]([Cl:23])[CH:19]=3)[CH2:14]2)[CH2:9]1)=[O:7])([CH3:4])([CH3:2])[CH3:3]. The yield is 0.410.